This data is from Full USPTO retrosynthesis dataset with 1.9M reactions from patents (1976-2016). The task is: Predict the reactants needed to synthesize the given product. (1) Given the product [F:17][C:15]([F:16])([F:18])[C:13]1[CH:12]=[C:11]([C@H:19]2[O:23][C:22](=[O:24])[N:21]([CH2:25][C:26]3[C:31]([C:32]4[CH:33]=[C:34]([C:40]5[CH:49]=[CH:48][C:43]([C:44]([O:46][CH3:47])=[O:45])=[CH:42][C:41]=5[CH3:50])[CH:35]=[N:36][C:37]=4[O:38][CH3:39])=[CH:30][N:29]=[C:28]([N:1]4[CH2:6][CH2:5][O:4][CH2:3][CH2:2]4)[N:27]=3)[C@H:20]2[CH3:55])[CH:10]=[C:9]([C:8]([F:7])([F:57])[F:56])[CH:14]=1, predict the reactants needed to synthesize it. The reactants are: [NH:1]1[CH2:6][CH2:5][O:4][CH2:3][CH2:2]1.[F:7][C:8]([F:57])([F:56])[C:9]1[CH:10]=[C:11]([C@H:19]2[O:23][C:22](=[O:24])[N:21]([CH2:25][C:26]3[C:31]([C:32]4[CH:33]=[C:34]([C:40]5[CH:49]=[CH:48][C:43]([C:44]([O:46][CH3:47])=[O:45])=[CH:42][C:41]=5[CH3:50])[CH:35]=[N:36][C:37]=4[O:38][CH3:39])=[CH:30][N:29]=[C:28](S(C)(=O)=O)[N:27]=3)[C@H:20]2[CH3:55])[CH:12]=[C:13]([C:15]([F:18])([F:17])[F:16])[CH:14]=1. (2) Given the product [C:11]1([N:10]2[C:9]3[CH:8]=[CH:7][CH:6]=[C:3]([C:4]#[N:5])[C:2]=3[N:1]=[CH:17]2)[CH:16]=[CH:15][CH:14]=[CH:13][CH:12]=1, predict the reactants needed to synthesize it. The reactants are: [NH2:1][C:2]1[C:9]([NH:10][C:11]2[CH:16]=[CH:15][CH:14]=[CH:13][CH:12]=2)=[CH:8][CH:7]=[CH:6][C:3]=1[C:4]#[N:5].[CH:17](OCC)(OCC)OCC.Cl. (3) Given the product [Cl:1][C:2]([Cl:7])([Cl:6])[C:3]1[O:4][N:9]=[C:10]([C:12]2[NH:13][C:14]3[CH:20]=[CH:19][CH:18]=[CH:17][C:15]=3[N:16]=2)[N:11]=1, predict the reactants needed to synthesize it. The reactants are: [Cl:1][C:2]([Cl:7])([Cl:6])[C:3](Cl)=[O:4].O[N:9]=[C:10]([C:12]1[NH:16][C:15]2[CH:17]=[CH:18][CH:19]=[CH:20][C:14]=2[N:13]=1)[NH2:11].ClC(Cl)(Cl)C(O)=O.C([O-])(O)=O.[Na+]. (4) Given the product [C:26]1([NH:32][C:33]2[O:25][C:3]3[CH:4]=[C:5]([CH2:8][C:9]([NH:11][C:12]4[CH:13]=[CH:14][C:15]([CH:18]([CH3:24])[CH2:19][C:20]([OH:22])=[O:21])=[N:16][CH:17]=4)=[O:10])[CH:6]=[CH:7][C:2]=3[N:1]=2)[CH:31]=[CH:30][CH:29]=[CH:28][CH:27]=1, predict the reactants needed to synthesize it. The reactants are: [NH2:1][C:2]1[CH:7]=[CH:6][C:5]([CH2:8][C:9]([NH:11][C:12]2[CH:13]=[CH:14][C:15]([CH:18]([CH3:24])[CH2:19][C:20]([O:22]C)=[O:21])=[N:16][CH:17]=2)=[O:10])=[CH:4][C:3]=1[OH:25].[C:26]1([N:32]=[C:33]=S)[CH:31]=[CH:30][CH:29]=[CH:28][CH:27]=1. (5) Given the product [CH2:20]([O:26][C:17]1[CH:18]=[C:19]([CH:20]([OH:26])[CH2:21][NH:39][C:36]([CH3:37])([CH3:38])[CH2:35][C:30]2[CH:29]=[C:28]([F:27])[CH:33]=[C:32]([F:34])[CH:31]=2)[C:11]2[O:10][CH2:9][C:14](=[O:15])[NH:13][C:12]=2[CH:16]=1)[C:19]1[CH:11]=[CH:12][CH:16]=[CH:17][CH:18]=1, predict the reactants needed to synthesize it. The reactants are: C(O[CH:9]1[C:14](=[O:15])[NH:13][C:12]2[CH:16]=[CH:17][CH:18]=[C:19]([C:20](=[O:26])[CH:21](OCC)O)[C:11]=2[O:10]1)C1C=CC=CC=1.[F:27][C:28]1[CH:29]=[C:30]([CH2:35][C:36]([NH2:39])([CH3:38])[CH3:37])[CH:31]=[C:32]([F:34])[CH:33]=1.Cl.